This data is from Peptide-MHC class I binding affinity with 185,985 pairs from IEDB/IMGT. The task is: Regression. Given a peptide amino acid sequence and an MHC pseudo amino acid sequence, predict their binding affinity value. This is MHC class I binding data. (1) The peptide sequence is DHIPIINTL. The MHC is HLA-A02:19 with pseudo-sequence HLA-A02:19. The binding affinity (normalized) is 0.0847. (2) The binding affinity (normalized) is 0.376. The peptide sequence is TTGQTLLFNI. The MHC is Patr-B0101 with pseudo-sequence Patr-B0101. (3) The binding affinity (normalized) is 0. The peptide sequence is RKAIDFLLR. The MHC is HLA-A03:01 with pseudo-sequence HLA-A03:01. (4) The peptide sequence is VPMAGPLVAG. The MHC is HLA-B07:02 with pseudo-sequence HLA-B07:02. The binding affinity (normalized) is 0.561.